Dataset: Forward reaction prediction with 1.9M reactions from USPTO patents (1976-2016). Task: Predict the product of the given reaction. (1) Given the reactants ClC1C=C(S([NH2:12])(=O)=O)C=C(F)C=1.[Cl:13][C:14]1[CH:15]=[C:16]([CH2:21][S:22](Cl)(=[O:24])=[O:23])[CH:17]=[CH:18][C:19]=1[Cl:20].ClC1C=C(S(Cl)(=O)=O)C=C(F)C=1, predict the reaction product. The product is: [Cl:13][C:14]1[CH:15]=[C:16]([CH2:21][S:22]([NH2:12])(=[O:24])=[O:23])[CH:17]=[CH:18][C:19]=1[Cl:20]. (2) The product is: [O:4]1[C:8]2=[C:9]([N:13]3[CH2:18][CH2:17][N:16]([CH2:19][CH2:20][C@H:21]4[CH2:26][CH2:25][C@H:24]([NH:27][C:38](=[O:39])[C:37]5[CH:36]=[CH:35][C:34]([N:28]6[CH2:33][CH2:32][O:31][CH2:30][CH2:29]6)=[CH:42][CH:41]=5)[CH2:23][CH2:22]4)[CH2:15][CH2:14]3)[N:10]=[CH:11][CH:12]=[C:7]2[CH2:6][CH2:5]1. Given the reactants Cl.Cl.Cl.[O:4]1[C:8]2=[C:9]([N:13]3[CH2:18][CH2:17][N:16]([CH2:19][CH2:20][C@H:21]4[CH2:26][CH2:25][C@H:24]([NH2:27])[CH2:23][CH2:22]4)[CH2:15][CH2:14]3)[N:10]=[CH:11][CH:12]=[C:7]2[CH2:6][CH2:5]1.[N:28]1([C:34]2[CH:42]=[CH:41][C:37]([C:38](O)=[O:39])=[CH:36][CH:35]=2)[CH2:33][CH2:32][O:31][CH2:30][CH2:29]1, predict the reaction product. (3) The product is: [ClH:25].[NH2:10][C@@:11]1([C:35]([OH:37])=[O:36])[C@H:16]([O:17][CH2:18][C:19]2[CH:24]=[CH:23][C:22]([Cl:25])=[C:21]([Cl:26])[CH:20]=2)[C@@H:15]([OH:27])[C@@H:14]2[C@H:12]1[C@H:13]2[C:28]([OH:30])=[O:29]. Given the reactants O.Cl.C(OC([NH:10][C@@:11]1([C:35]([O:37]C(C)(C)C)=[O:36])[C@H:16]([O:17][CH2:18][C:19]2[CH:24]=[CH:23][C:22]([Cl:25])=[C:21]([Cl:26])[CH:20]=2)[C@@H:15]([OH:27])[C@@H:14]2[C@H:12]1[C@H:13]2[C:28]([O:30]C(C)(C)C)=[O:29])=O)(C)(C)C, predict the reaction product. (4) The product is: [C:1]([O:7][CH2:8][CH:9]([O:16][C:17](=[O:22])[CH2:18][CH2:19][CH2:20][CH3:21])[C:10](=[O:25])[C:11](=[O:13])[CH3:12])(=[O:6])[CH2:2][CH2:3][CH2:4][CH3:5]. Given the reactants [C:1]([O:7][CH2:8][CH:9]([O:16][C:17](=[O:22])[CH2:18][CH2:19][CH2:20][CH3:21])[C:10](=[N+]=[N-])[C:11](=[O:13])[CH3:12])(=[O:6])[CH2:2][CH2:3][CH2:4][CH3:5].CC(C)=[O:25].CC1(C)OO1, predict the reaction product.